This data is from Forward reaction prediction with 1.9M reactions from USPTO patents (1976-2016). The task is: Predict the product of the given reaction. Given the reactants C(N(CC)CC)C.[Cl:8][C:9]1[CH:14]=[C:13]([Cl:15])[CH:12]=[CH:11][C:10]=1[S:16](Cl)(=[O:18])=[O:17].[CH3:20][CH:21]([CH3:47])[CH2:22][C@H:23]([NH:35][C:36]([C:38]1[S:39][C:40]2[CH:46]=[CH:45][CH:44]=[CH:43][C:41]=2[CH:42]=1)=[O:37])[C:24]([NH:26][CH2:27][CH2:28][CH:29]1[CH2:34][S:33][CH2:32][CH2:31][NH:30]1)=[O:25], predict the reaction product. The product is: [Cl:8][C:9]1[CH:14]=[C:13]([Cl:15])[CH:12]=[CH:11][C:10]=1[S:16]([N:30]1[CH2:31][CH2:32][S:33][CH2:34][CH:29]1[CH2:28][CH2:27][NH:26][C:24]([C@@H:23]([NH:35][C:36]([C:38]1[S:39][C:40]2[CH:46]=[CH:45][CH:44]=[CH:43][C:41]=2[CH:42]=1)=[O:37])[CH2:22][CH:21]([CH3:20])[CH3:47])=[O:25])(=[O:18])=[O:17].